Dataset: Forward reaction prediction with 1.9M reactions from USPTO patents (1976-2016). Task: Predict the product of the given reaction. (1) Given the reactants [CH:1]1([C:4]2[CH:13]=[C:12]3[C:7]([C:8]([CH3:21])=[CH:9][C:10](=[O:20])[N:11]3[CH2:14][CH:15]3OCC[O:16]3)=[CH:6][CH:5]=2)[CH2:3][CH2:2]1.FC(F)(F)C(O)=O.C(OCC)(=O)C.C(=O)([O-])O.[Na+], predict the reaction product. The product is: [CH:1]1([C:4]2[CH:13]=[C:12]3[C:7]([C:8]([CH3:21])=[CH:9][C:10](=[O:20])[N:11]3[CH2:14][CH:15]=[O:16])=[CH:6][CH:5]=2)[CH2:2][CH2:3]1. (2) Given the reactants [C:1]([O:8][CH3:9])(=[O:7])[CH2:2][C:3]([O:5][CH3:6])=[O:4].[H-].[Na+].[Cl:12][C:13]1[CH:14]=[C:15]([C:20](=[O:22])[CH3:21])[CH:16]=[N:17][C:18]=1Cl, predict the reaction product. The product is: [C:20]([C:15]1[CH:14]=[C:13]([Cl:12])[C:18]([CH:2]([C:1]([O:8][CH3:9])=[O:7])[C:3]([O:5][CH3:6])=[O:4])=[N:17][CH:16]=1)(=[O:22])[CH3:21]. (3) Given the reactants C(OC([NH:8][CH2:9][CH2:10][CH2:11][N:12]1[C:16]2[CH:17]=[CH:18][C:19]([C:21]([OH:23])=O)=[CH:20][C:15]=2[N:14]=[CH:13]1)=O)(C)(C)C.[NH2:24][C:25]1[S:26][C:27]([CH2:30][CH3:31])=[N:28][N:29]=1, predict the reaction product. The product is: [CH2:30]([C:27]1[S:26][C:25]([NH:24][C:21]([C:19]2[CH:18]=[CH:17][C:16]3[N:12]([CH2:11][CH2:10][CH2:9][NH2:8])[CH:13]=[N:14][C:15]=3[CH:20]=2)=[O:23])=[N:29][N:28]=1)[CH3:31]. (4) Given the reactants [CH3:1][C:2]1([CH3:32])[C:10]2[C:5](=[CH:6][C:7]([N+:23]([O-])=O)=[C:8]([N:11]([CH3:22])[C:12](=O)[CH2:13][CH2:14][C:15]3[CH:20]=[CH:19][CH:18]=[CH:17][CH:16]=3)[CH:9]=2)[N:4]([CH2:26][CH2:27][CH2:28][CH2:29][CH3:30])[C:3]1=[O:31], predict the reaction product. The product is: [CH3:22][N:11]1[C:8]2=[CH:9][C:10]3[C:2]([CH3:1])([CH3:32])[C:3](=[O:31])[N:4]([CH2:26][CH2:27][CH2:28][CH2:29][CH3:30])[C:5]=3[CH:6]=[C:7]2[N:23]=[C:12]1[CH2:13][CH2:14][C:15]1[CH:16]=[CH:17][CH:18]=[CH:19][CH:20]=1. (5) The product is: [NH2:29][C:30]1[N:5]([CH2:6][CH2:7][C:8]([N:10]([CH:11]2[CH2:16][CH2:15][CH2:14][CH2:13][CH2:12]2)[CH3:17])=[O:9])[CH2:4][C:3]2[C:2](=[CH:21][CH:20]=[C:19]([O:22][C:23]3[CH:24]=[CH:25][CH:26]=[CH:27][CH:28]=3)[CH:18]=2)[N:1]=1. Given the reactants [NH2:1][C:2]1[CH:21]=[CH:20][C:19]([O:22][C:23]2[CH:28]=[CH:27][CH:26]=[CH:25][CH:24]=2)=[CH:18][C:3]=1[CH2:4][NH:5][CH2:6][CH2:7][C:8]([N:10]([CH3:17])[C:11]1[CH:16]=[CH:15][CH:14]=[CH:13][CH:12]=1)=[O:9].[N:29]#[C:30]Br, predict the reaction product. (6) Given the reactants [CH:1]1([CH2:5][N:6]2[C:11](=[O:12])[C:10]([C:13]3[NH:18][C:17]4[CH:19]=[CH:20][C:21](I)=[CH:22][C:16]=4[S:15](=[O:25])(=[O:24])[N:14]=3)=[C:9]([OH:26])[C:8]([CH2:27][C:28]([CH3:31])([CH3:30])[CH3:29])=[N:7]2)[CH2:4][CH2:3][CH2:2]1.[O-]P(OP(OP([O-])([O-])=O)([O-])=O)(=O)[O-].[K+].[K+].[K+].[K+].[K+].N(CC(O)=O)C.[CH3:56][NH:57][S:58]([CH3:61])(=[O:60])=[O:59], predict the reaction product. The product is: [CH:1]1([CH2:5][N:6]2[C:11](=[O:12])[C:10]([C:13]3[NH:18][C:17]4[CH:19]=[CH:20][C:21]([N:57]([CH3:56])[S:58]([CH3:61])(=[O:60])=[O:59])=[CH:22][C:16]=4[S:15](=[O:25])(=[O:24])[N:14]=3)=[C:9]([OH:26])[C:8]([CH2:27][C:28]([CH3:31])([CH3:30])[CH3:29])=[N:7]2)[CH2:4][CH2:3][CH2:2]1.